Task: Binary Classification. Given a miRNA mature sequence and a target amino acid sequence, predict their likelihood of interaction.. Dataset: Experimentally validated miRNA-target interactions with 360,000+ pairs, plus equal number of negative samples The miRNA is mmu-miR-375-3p with sequence UUUGUUCGUUCGGCUCGCGUGA. The protein sequence of the target gene is MASEDNRVPSPPPTGDDGGGGGREETPTEGGALSLKPGLPIRGIRMKFAVLTGLVEVGEVSNRDIVETVFNLLVGGQFDLEMNFIIQEGESINCMVDLLEKCDITCQAEVWSMFTAILKKSIRNLQVCTEVGLVEKVLGKIEKVDNMIADLLVDMLGVLASYNLTVRELKLFFSKLQGDKGRWPPHAGKLLSVLKHMPQKYGPDAFFNFPGKSAAAIALPPIAKWPYQNGFTFHTWLRMDPVNNINVDKDKPYLYCFRTSKGLGYSAHFVGGCLIVTSIKSKGKGFQHCVKFDFKPQKWY.... Result: 0 (no interaction).